This data is from NCI-60 drug combinations with 297,098 pairs across 59 cell lines. The task is: Regression. Given two drug SMILES strings and cell line genomic features, predict the synergy score measuring deviation from expected non-interaction effect. (1) Drug 1: CC1C(C(CC(O1)OC2CC(CC3=C2C(=C4C(=C3O)C(=O)C5=C(C4=O)C(=CC=C5)OC)O)(C(=O)C)O)N)O.Cl. Drug 2: C1CN1P(=S)(N2CC2)N3CC3. Cell line: UACC-257. Synergy scores: CSS=-6.27, Synergy_ZIP=-1.68, Synergy_Bliss=-8.37, Synergy_Loewe=-10.1, Synergy_HSA=-9.92. (2) Drug 1: CC1=C2C(C(=O)C3(C(CC4C(C3C(C(C2(C)C)(CC1OC(=O)C(C(C5=CC=CC=C5)NC(=O)OC(C)(C)C)O)O)OC(=O)C6=CC=CC=C6)(CO4)OC(=O)C)O)C)O. Drug 2: C(CCl)NC(=O)N(CCCl)N=O. Cell line: HOP-92. Synergy scores: CSS=-1.42, Synergy_ZIP=-6.07, Synergy_Bliss=-17.2, Synergy_Loewe=-15.8, Synergy_HSA=-15.1.